From a dataset of Aqueous solubility values for 9,982 compounds from the AqSolDB database. Regression/Classification. Given a drug SMILES string, predict its absorption, distribution, metabolism, or excretion properties. Task type varies by dataset: regression for continuous measurements (e.g., permeability, clearance, half-life) or binary classification for categorical outcomes (e.g., BBB penetration, CYP inhibition). For this dataset (solubility_aqsoldb), we predict Y. (1) The compound is Cc1ccc(N2C(=O)N(c3ccc(C)c(N=C=O)c3)C2=O)cc1N=C=O. The Y is -5.04 log mol/L. (2) The molecule is CC(C)CCOC(N)=O. The Y is -1.44 log mol/L. (3) The drug is COc1cc2cc3c(C)coc3cc2oc1=O. The Y is -5.00 log mol/L. (4) The compound is CC/C=C/CCOC(=O)c1ccccc1O. The Y is -4.64 log mol/L. (5) The compound is N.N.N.N.O=C([O-])O.O=C([O-])O.[Pd+2]. The Y is -0.722 log mol/L. (6) The molecule is O=S(=O)([O-])c1cc([O-])c(N=Nc2ccc3cccc(S(=O)(=O)[O-])c3c2[O-])c2ccccc12.[Cr+3].[Na+]. The Y is -1.17 log mol/L. (7) The Y is -3.65 log mol/L. The drug is CCCCCCc1ccc(C(=O)O)cc1. (8) The molecule is CCC(C)CC(O)CC. The Y is -1.86 log mol/L. (9) The drug is O=c1nc[nH]c2nc[nH]c12. The Y is -2.29 log mol/L.